This data is from Experimentally validated miRNA-target interactions with 360,000+ pairs, plus equal number of negative samples. The task is: Binary Classification. Given a miRNA mature sequence and a target amino acid sequence, predict their likelihood of interaction. The miRNA is mmu-miR-300-3p with sequence UAUGCAAGGGCAAGCUCUCUUC. The protein sequence of the target gene is MVVSEVDIAKADPAAASHPLLLNGDATVAQKNPGSVAENNLCSQYEEKVRPCIDLIDSLRALGVEQDLALPAIAVIGDQSSGKSSVLEALSGVALPRGSGIVTRCPLVLKLKKLVNEDKWRGKVSYQDYEIEISDASEVEKEINKAQNAIAGEGMGISHELITLEISSRDVPDLTLIDLPGITRVAVGNQPADIGYKIKTLIKKYIQRQETISLVVVPSNVDIATTEALSMAQEVDPEGDRTIGILTKPDLVDKGTEDKVVDVVRNLVFHLKKGYMIVKCRGQQEIQDQLSLSEALQREK.... Result: 0 (no interaction).